This data is from Full USPTO retrosynthesis dataset with 1.9M reactions from patents (1976-2016). The task is: Predict the reactants needed to synthesize the given product. Given the product [OH:10][C:11]1[CH:12]=[C:13]([C@:17]2([CH3:37])[CH2:22][CH2:21][N:20]([CH2:23][C@H:24]([CH2:29][C:30]3[CH:31]=[CH:32][CH:33]=[CH:34][CH:35]=3)[C:25]([O:27][CH3:28])=[O:26])[CH2:19][C@@H:18]2[CH3:36])[CH:14]=[CH:15][CH:16]=1, predict the reactants needed to synthesize it. The reactants are: C(=O)([O-])[O-].[K+].[K+].C([O:10][C:11]1[CH:12]=[C:13]([C@:17]2([CH3:37])[CH2:22][CH2:21][N:20]([CH2:23][C@H:24]([CH2:29][C:30]3[CH:35]=[CH:34][CH:33]=[CH:32][CH:31]=3)[C:25]([O:27][CH3:28])=[O:26])[CH2:19][C@@H:18]2[CH3:36])[CH:14]=[CH:15][CH:16]=1)(=O)C.O.